From a dataset of Forward reaction prediction with 1.9M reactions from USPTO patents (1976-2016). Predict the product of the given reaction. (1) Given the reactants [Cl:1][CH2:2][CH2:3][CH2:4][O:5][C:6]1[CH:7]=[C:8]([CH:13]=[CH:14][C:15]=1[O:16][CH3:17])[C:9]([O:11][CH3:12])=[O:10].[N:18]([O-:20])=[O:19].[Na+].C(O)(=O)C.[N+]([O-])(O)=O, predict the reaction product. The product is: [CH3:17][O:16][C:15]1[C:6]([O:5][CH2:4][CH2:3][CH2:2][Cl:1])=[CH:7][C:8]([C:9]([O:11][CH3:12])=[O:10])=[C:13]([N+:18]([O-:20])=[O:19])[CH:14]=1. (2) Given the reactants [CH3:1][C@H:2]1[CH2:7][NH:6][CH2:5][C@@H:4]([CH3:8])[NH:3]1.[CH3:9][C:10]([O:13][C:14](O[C:14]([O:13][C:10]([CH3:12])([CH3:11])[CH3:9])=[O:15])=[O:15])([CH3:12])[CH3:11], predict the reaction product. The product is: [CH3:8][C@H:4]1[NH:3][C@@H:2]([CH3:1])[CH2:7][N:6]([C:14]([O:13][C:10]([CH3:12])([CH3:11])[CH3:9])=[O:15])[CH2:5]1. (3) Given the reactants [CH3:1][S:2]([C:5]1[CH:6]=[C:7]([CH:11]=[C:12]([C:14]([F:17])([F:16])[F:15])[CH:13]=1)[C:8](=S)[NH2:9])(=O)=[O:3].[OH2:18].[NH2:19][NH2:20].[CH:21](O)=O.CO, predict the reaction product. The product is: [CH3:1][S:2]([C:5]1[CH:6]=[C:7]([C:8]2[N:9]=[CH:21][NH:20][N:19]=2)[CH:11]=[C:12]([C:14]([F:17])([F:16])[F:15])[CH:13]=1)(=[O:3])=[O:18]. (4) Given the reactants [CH3:1][O:2][C:3]1[N:8]2[N:9]=[C:10]([NH2:12])[N:11]=[C:7]2[C:6]([C:13]2[CH:18]=[CH:17][CH:16]=[CH:15][CH:14]=2)=[CH:5][CH:4]=1.[F:19][C:20]1[CH:21]=[C:22]([C:26](Cl)=[O:27])[CH:23]=[CH:24][CH:25]=1.CCN(CC)CC, predict the reaction product. The product is: [F:19][C:20]1[CH:21]=[C:22]([CH:23]=[CH:24][CH:25]=1)[C:26]([NH:12][C:10]1[N:11]=[C:7]2[C:6]([C:13]3[CH:14]=[CH:15][CH:16]=[CH:17][CH:18]=3)=[CH:5][CH:4]=[C:3]([O:2][CH3:1])[N:8]2[N:9]=1)=[O:27]. (5) Given the reactants [OH-].[Na+].[CH3:3][N:4]1[C:8]([C:9]2[CH:14]=[CH:13][C:12]([NH:15]C(=O)C)=[CH:11][CH:10]=2)=[CH:7][N:6]=[CH:5]1, predict the reaction product. The product is: [CH3:3][N:4]1[C:8]([C:9]2[CH:14]=[CH:13][C:12]([NH2:15])=[CH:11][CH:10]=2)=[CH:7][N:6]=[CH:5]1. (6) Given the reactants [OH:1][CH2:2][C:3]1[CH:8]=[CH:7][C:6](B(O)O)=[CH:5][CH:4]=1.C(=O)([O-])[O-].[Na+].[Na+].[ClH:18].[N:19]12[CH2:26][CH2:25][CH:22]([CH2:23][CH2:24]1)[CH:21]([CH2:27][C:28]([NH:30][C:31]1[CH:36]=[CH:35][CH:34]=[C:33](Br)[CH:32]=1)=[O:29])[CH2:20]2.[OH-].[Na+], predict the reaction product. The product is: [ClH:18].[N:19]12[CH2:26][CH2:25][CH:22]([CH2:23][CH2:24]1)[CH:21]([CH2:27][C:28]([NH:30][C:31]1[CH:32]=[C:33]([C:6]3[CH:7]=[CH:8][C:3]([CH2:2][OH:1])=[CH:4][CH:5]=3)[CH:34]=[CH:35][CH:36]=1)=[O:29])[CH2:20]2.